From a dataset of Reaction yield outcomes from USPTO patents with 853,638 reactions. Predict the reaction yield, written as a fraction of the theoretical maximum amount of product (1.0 means a 100% yield; for example, 0.34 means a 34% yield). (1) The reactants are [C:1]([C:3]1[CH:4]=[CH:5][C:6]([F:12])=[C:7]([CH:11]=1)C(Cl)=O)#[N:2].[C:13]([C:15]1C=CC(F)=[C:19]([CH:23]=1)[C:20](O)=O)#[N:14].C([N:27](CC)CC)C.[CH3:32][N:33](C)[CH:34]=[O:35]. The catalyst is ClCCl. The product is [N:14]1[CH:13]=[CH:15][CH:23]=[CH:19][C:20]=1[C:32]1[N:33]=[C:34]([C:7]2[CH:11]=[C:3]([C:1]#[N:2])[CH:4]=[CH:5][C:6]=2[F:12])[O:35][N:27]=1. The yield is 0.0600. (2) The reactants are O.[OH-].[Na+].[F:4][C:5]1[C:6]([CH2:14][C:15]#[N:16])=[CH:7][C:8]2[O:12][CH2:11][O:10][C:9]=2[CH:13]=1.Br[CH2:18][CH2:19]Cl. The catalyst is [Br-].C([N+](CCCC)(CCCC)CCCC)CCC.C1(C)C=CC=CC=1. The product is [F:4][C:5]1[C:6]([C:14]2([C:15]#[N:16])[CH2:19][CH2:18]2)=[CH:7][C:8]2[O:12][CH2:11][O:10][C:9]=2[CH:13]=1. The yield is 0.600.